From a dataset of Forward reaction prediction with 1.9M reactions from USPTO patents (1976-2016). Predict the product of the given reaction. (1) The product is: [Br:28][C:13]1[C:12](=[O:29])[N:11]([C:6]2[CH:5]=[C:4]([CH:9]=[CH:8][C:7]=2[CH3:10])[C:3]([OH:30])=[O:2])[C:16]([CH3:17])=[CH:15][C:14]=1[CH2:18][O:19][C:20]1[CH:25]=[CH:24][C:23]([F:26])=[CH:22][C:21]=1[F:27]. Given the reactants C[O:2][C:3](=[O:30])[C:4]1[CH:9]=[CH:8][C:7]([CH3:10])=[C:6]([N:11]2[C:16]([CH3:17])=[CH:15][C:14]([CH2:18][O:19][C:20]3[CH:25]=[CH:24][C:23]([F:26])=[CH:22][C:21]=3[F:27])=[C:13]([Br:28])[C:12]2=[O:29])[CH:5]=1.[OH-].[K+], predict the reaction product. (2) Given the reactants I[C:2]1[C:10]([CH3:11])=[CH:9][C:8]([CH3:12])=[C:7]2[C:3]=1[CH:4]=[CH:5][N:6]2[S:13]([C:16]1[CH:22]=[CH:21][C:19]([CH3:20])=[CH:18][CH:17]=1)(=[O:15])=[O:14].CN([CH:26]=[O:27])C.CCCCCC, predict the reaction product. The product is: [CH3:11][C:10]1[CH:9]=[C:8]([CH3:12])[C:7]2[N:6]([S:13]([C:16]3[CH:22]=[CH:21][C:19]([CH3:20])=[CH:18][CH:17]=3)(=[O:15])=[O:14])[CH:5]=[CH:4][C:3]=2[C:2]=1[CH:26]=[O:27]. (3) Given the reactants [NH2:1][C:2]1[N:7]=[CH:6][N:5]=[C:4]([NH:8][C@H:9]([C:11]2[N:16]([C:17]3[CH:22]=[CH:21][CH:20]=[CH:19][CH:18]=3)[C:15](=[O:23])[C:14]3=[C:24]([CH3:27])[CH:25]=[CH:26][N:13]3[N:12]=2)[CH3:10])[C:3]=1Br.[OH:29][C:30]1[CH:31]=[C:32](B(O)O)[CH:33]=[C:34]([O:36][C:37]([F:40])([F:39])[F:38])[CH:35]=1.C(=O)([O-])[O-].[Na+].[Na+], predict the reaction product. The product is: [NH2:1][C:2]1[N:7]=[CH:6][N:5]=[C:4]([NH:8][C@H:9]([C:11]2[N:16]([C:17]3[CH:22]=[CH:21][CH:20]=[CH:19][CH:18]=3)[C:15](=[O:23])[C:14]3=[C:24]([CH3:27])[CH:25]=[CH:26][N:13]3[N:12]=2)[CH3:10])[C:3]=1[C:32]1[CH:33]=[C:34]([O:36][C:37]([F:40])([F:38])[F:39])[CH:35]=[C:30]([OH:29])[CH:31]=1.